This data is from Forward reaction prediction with 1.9M reactions from USPTO patents (1976-2016). The task is: Predict the product of the given reaction. Given the reactants [CH2:1]([O:5][C:6]1[CH:11]=[CH:10][C:9]([CH2:12][C@H:13]([NH:18][C:19]([C@@H:21](/[CH:30]=[CH:31]/[CH2:32][CH2:33][CH2:34][CH2:35][CH2:36][CH2:37][O:38][CH2:39][CH2:40][CH2:41][CH2:42][CH2:43][CH2:44][CH3:45])[C@@:22]([OH:29])([CH2:26][CH2:27][CH3:28])[C:23]([O-:25])=[O:24])=[O:20])[C:14]([O:16][CH3:17])=[O:15])=[CH:8][CH:7]=1)[C:2]#[C:3][CH3:4].FC(F)(F)C(O)=O, predict the reaction product. The product is: [CH2:1]([O:5][C:6]1[CH:7]=[CH:8][C:9]([CH2:12][C@H:13]([NH:18][C:19]([C@@H:21](/[CH:30]=[CH:31]/[CH2:32][CH2:33][CH2:34][CH2:35][CH2:36][CH2:37][O:38][CH2:39][CH2:40][CH2:41][CH2:42][CH2:43][CH2:44][CH3:45])[C@@:22]([OH:29])([CH2:26][CH2:27][CH3:28])[C:23]([OH:25])=[O:24])=[O:20])[C:14]([O:16][CH3:17])=[O:15])=[CH:10][CH:11]=1)[C:2]#[C:3][CH3:4].